This data is from Full USPTO retrosynthesis dataset with 1.9M reactions from patents (1976-2016). The task is: Predict the reactants needed to synthesize the given product. (1) Given the product [NH2:1][C:2]1[N:7]=[CH:6][N:5]=[C:4]2[N:8]([CH:10]3[CH2:11][CH2:12][CH2:37][N:36]([C:38](=[O:39])[CH2:3][C:2]#[N:1])[CH2:35]3)[N:9]=[C:10]([C:11]3[CH:12]=[CH:13][C:14]([O:17][C:18]4[CH:23]=[CH:22][CH:21]=[CH:20][CH:19]=4)=[CH:15][CH:16]=3)[C:3]=12, predict the reactants needed to synthesize it. The reactants are: [NH2:1][C:2]1[N:7]=[CH:6][N:5]=[C:4]2[NH:8][N:9]=[C:10]([C:11]3[CH:16]=[CH:15][C:14]([O:17][C:18]4[CH:23]=[CH:22][CH:21]=[CH:20][CH:19]=4)=[CH:13][CH:12]=3)[C:3]=12.S([O-])(=O)(=O)C.C(=O)([O-])[O-].[Cs+].[Cs+].[CH3:35][N:36]([CH:38]=[O:39])[CH3:37]. (2) Given the product [F:38][C:37]([F:40])([F:39])[S:34]([O:13][C:14]1[CH2:19][CH2:18][N:17]([C:20]([O:22][C:23]([CH3:26])([CH3:25])[CH3:24])=[O:21])[CH2:16][CH:15]=1)(=[O:36])=[O:35], predict the reactants needed to synthesize it. The reactants are: C(NC(C)C)(C)C.[Li]CCCC.[O:13]=[C:14]1[CH2:19][CH2:18][N:17]([C:20]([O:22][C:23]([CH3:26])([CH3:25])[CH3:24])=[O:21])[CH2:16][CH2:15]1.C1C=CC(N([S:34]([C:37]([F:40])([F:39])[F:38])(=[O:36])=[O:35])[S:34]([C:37]([F:40])([F:39])[F:38])(=[O:36])=[O:35])=CC=1. (3) Given the product [C:19]([C:16]1[CH:17]=[CH:18][C:13]([N:12]2[CH:8]([C:5]3[CH:6]=[CH:7][C:2]([B:48]4[O:52][C:51]([CH3:54])([CH3:53])[C:50]([CH3:56])([CH3:55])[O:49]4)=[CH:3][CH:4]=3)[CH2:9][CH2:10][CH:11]2[C:23]2[CH:24]=[CH:25][C:26]3[N:30]=[C:29]([C@@H:31]4[CH2:35][CH2:34][CH2:33][N:32]4[C:36](=[O:46])[C@@H:37]([NH:41][C:42](=[O:45])[O:43][CH3:44])[CH:38]([CH3:40])[CH3:39])[NH:28][C:27]=3[CH:47]=2)=[CH:14][CH:15]=1)([CH3:21])([CH3:20])[CH3:22], predict the reactants needed to synthesize it. The reactants are: Br[C:2]1[CH:7]=[CH:6][C:5]([CH:8]2[N:12]([C:13]3[CH:18]=[CH:17][C:16]([C:19]([CH3:22])([CH3:21])[CH3:20])=[CH:15][CH:14]=3)[CH:11]([C:23]3[CH:24]=[CH:25][C:26]4[N:30]=[C:29]([C@@H:31]5[CH2:35][CH2:34][CH2:33][N:32]5[C:36](=[O:46])[C@@H:37]([NH:41][C:42](=[O:45])[O:43][CH3:44])[CH:38]([CH3:40])[CH3:39])[NH:28][C:27]=4[CH:47]=3)[CH2:10][CH2:9]2)=[CH:4][CH:3]=1.[B:48]1([B:48]2[O:52][C:51]([CH3:54])([CH3:53])[C:50]([CH3:56])([CH3:55])[O:49]2)[O:52][C:51]([CH3:54])([CH3:53])[C:50]([CH3:56])([CH3:55])[O:49]1.C([O-])(=O)C.[K+]. (4) The reactants are: C([O:3][C:4](=[O:24])[CH2:5][S:6][C:7]1[CH:12]=[CH:11][C:10]([O:13][CH2:14][CH2:15][C@H:16]([O:18]S(C)(=O)=O)[CH3:17])=[CH:9][C:8]=1[CH3:23])C.[F:25][C:26]1[CH:43]=[CH:42][CH:41]=[CH:40][C:27]=1[O:28][C:29]1[CH:34]=[C:33]([C:35]([F:38])([F:37])[F:36])[CH:32]=[CH:31][C:30]=1O. Given the product [F:25][C:26]1[CH:43]=[CH:42][CH:41]=[CH:40][C:27]=1[O:28][C:29]1[CH:34]=[C:33]([C:35]([F:36])([F:38])[F:37])[CH:32]=[CH:31][C:30]=1[O:18][C@@H:16]([CH3:17])[CH2:15][CH2:14][O:13][C:10]1[CH:11]=[CH:12][C:7]([S:6][CH2:5][C:4]([OH:3])=[O:24])=[C:8]([CH3:23])[CH:9]=1, predict the reactants needed to synthesize it. (5) Given the product [Cl:18][C:19]1[C:24]([NH:25][C:26]2[C:35]3[C:30](=[CH:31][C:32]([O:13][CH2:14][C@@H:15]4[O:17][CH2:16]4)=[CH:33][C:34]=3[O:36][CH:37]3[CH2:42][CH2:41][O:40][CH2:39][CH2:38]3)[N:29]=[CH:28][N:27]=2)=[C:23]2[O:44][CH2:45][O:46][C:22]2=[CH:21][CH:20]=1, predict the reactants needed to synthesize it. The reactants are: [F-].[Cs+].CC1C=CC(S([O:13][CH2:14][C@@H:15]2[O:17][CH2:16]2)(=O)=O)=CC=1.[Cl:18][C:19]1[C:24]([NH:25][C:26]2[C:35]3[C:30](=[CH:31][C:32](F)=[CH:33][C:34]=3[O:36][CH:37]3[CH2:42][CH2:41][O:40][CH2:39][CH2:38]3)[N:29]=[CH:28][N:27]=2)=[C:23]2[O:44][CH2:45][O:46][C:22]2=[CH:21][CH:20]=1. (6) Given the product [Cl:23][C:20]1[CH:21]=[CH:22][C:17]([N:15]([CH3:16])[NH2:14])=[CH:18][CH:19]=1, predict the reactants needed to synthesize it. The reactants are: C(=[N:14][N:15]([C:17]1[CH:22]=[CH:21][C:20]([Cl:23])=[CH:19][CH:18]=1)[CH3:16])(C1C=CC=CC=1)C1C=CC=CC=1.Cl.[OH-].[Na+]. (7) The reactants are: [CH3:1][C:2]1[C:14]([OH:15])=[C:13]([CH3:16])[CH:12]=[C:11]2[C:3]=1[CH:4](O)[CH2:5][C:6]1([O:10]2)[CH2:9][CH2:8][CH2:7]1.C1(S(N)(=O)=O)C=CC=CC=1.S(=O)(=O)(O)O. Given the product [CH3:1][C:2]1[C:14]([OH:15])=[C:13]([CH3:16])[CH:12]=[C:11]2[C:3]=1[CH:4]=[CH:5][C:6]1([O:10]2)[CH2:7][CH2:8][CH2:9]1, predict the reactants needed to synthesize it. (8) Given the product [CH2:10]([NH:1][C@@H:2]([C:6]([OH:9])([CH3:8])[CH3:7])[C:3]([OH:5])=[O:4])[C:11]1[CH:16]=[CH:15][CH:14]=[CH:13][CH:12]=1, predict the reactants needed to synthesize it. The reactants are: [NH2:1][C@@H:2]([C:6]([OH:9])([CH3:8])[CH3:7])[C:3]([OH:5])=[O:4].[CH:10](=O)[C:11]1[CH:16]=[CH:15][CH:14]=[CH:13][CH:12]=1.[BH4-].[Na+]. (9) Given the product [F:1][C:2]1[CH:7]=[CH:6][CH:5]=[CH:4][C:3]=1[CH2:8][O:9][C:10]1[CH:11]=[CH:12][C:13]([C@@H:16]2[NH:20][C@H:19]([C:21]([O:23][CH3:24])=[O:22])[CH2:18][CH2:17]2)=[N:14][CH:15]=1, predict the reactants needed to synthesize it. The reactants are: [F:1][C:2]1[CH:7]=[CH:6][CH:5]=[CH:4][C:3]=1[CH2:8][O:9][C:10]1[CH:11]=[CH:12][C:13]([C:16]2[CH2:17][CH2:18][C@@H:19]([C:21]([O:23][CH3:24])=[O:22])[N:20]=2)=[N:14][CH:15]=1.C(O)(=O)C.FC(F)(F)C(O)=O. (10) The reactants are: [N:1]1[CH:6]=[CH:5][CH:4]=[CH:3][C:2]=1[CH2:7][N:8]1[C:16]2[C:11](=[CH:12][C:13]([NH:17][C:18]3[C:27]4[C:22](=[CH:23][CH:24]=[CH:25][C:26]=4[O:28][C@H:29]([CH3:34])[C:30](OC)=[O:31])[N:21]=[CH:20][N:19]=3)=[CH:14][CH:15]=2)[CH:10]=[N:9]1.[CH3:35][NH:36][CH2:37][CH2:38][OH:39]. Given the product [OH:39][CH2:38][CH2:37][N:36]([CH3:35])[C:30](=[O:31])[C@H:29]([O:28][C:26]1[CH:25]=[CH:24][CH:23]=[C:22]2[C:27]=1[C:18]([NH:17][C:13]1[CH:12]=[C:11]3[C:16](=[CH:15][CH:14]=1)[N:8]([CH2:7][C:2]1[CH:3]=[CH:4][CH:5]=[CH:6][N:1]=1)[N:9]=[CH:10]3)=[N:19][CH:20]=[N:21]2)[CH3:34].[NH3:1].[CH3:26][OH:28], predict the reactants needed to synthesize it.